From a dataset of Experimentally validated miRNA-target interactions with 360,000+ pairs, plus equal number of negative samples. Binary Classification. Given a miRNA mature sequence and a target amino acid sequence, predict their likelihood of interaction. (1) The miRNA is cel-miR-37-3p with sequence UCACCGGGUGAACACUUGCAGU. The protein sequence of the target gene is MEDVEARFAHLLQPIRDLTKNWEVDVAAQLGEYLEELDQICISFDEGKTTMNFIEAALLIQGSACVYSKKVEYLYSLVYQALDFISGKRRAKQLSSVQEDRANGVASSGVPQEAENEFLSLDDFPDSRTNVDLKNDQTPSEVLIIPLLPMALVAPDEMEKNNNPLYSRQGEVLASRKDFRMNTCVPHPRGAFMLEPEGMSPMEPAGVSPMPGTQKDTGRTEEQPMEVSVCRSPVPALGFSQEPGPSPEGPMPLGGGEDEDAEEAVELPEASAPKAALEPKESRSPQQSAALPRRYMLRER.... Result: 0 (no interaction). (2) The miRNA is hsa-miR-1264 with sequence CAAGUCUUAUUUGAGCACCUGUU. The protein sequence of the target gene is MSVLRSMDKLPDLNRATVLLVSTEDALLQQLAESMLKDDCASELRVHLANSLPLPSNVNRPRIDLIVFVINLHSKYSLQKVEEFLQHVDSSFFLGKVCFLVTGAGQESHCSVHQNTVIKLAHTYRSPLLLCDLQVESFRAAMARRLVRILQICAGHVPGVSALNLMSLLRSPENPPSKEL. Result: 0 (no interaction). (3) The miRNA is hsa-miR-6795-3p with sequence ACCCCUCGUUUCUUCCCCCAG. The protein sequence of the target gene is MEAAGSPAATETGKYIASTQRPDGTWRKQRRVKEGYVPQEEVPVYENKYVKFFKSKPELPPGLSPEATAPVTPSRPEGGEPGLSKTAKRNLKRKEKRRQQQEKGEAEALSRTLDKVSLEETAQLPSAPQGSRAAPTAASDQPDSAATTEKAKKIKNLKKKLRQVEELQQRIQAGEVSQPSKEQLEKLARRRALEEELEDLELGL. Result: 0 (no interaction). (4) Result: 0 (no interaction). The miRNA is hsa-miR-6754-5p with sequence CCAGGGAGGCUGGUUUGGAGGA. The protein sequence of the target gene is MFSQQQQQQLQQQQQQLQQLQQQQLQQQQLQQQQLLQLQQLLQQSPPQAPLPMAVSRGLPPQQPQQPLLNLQGTNSASLLNGSMLQRALLLQQLQGLDQFAMPPATYDTAGLTMPTATLGNLRGYGMASPGLAAPSLTPPQLATPNLQQFFPQATRQSLLGPPPVGVPMNPSQFNLSGRNPQKQARTSSSTTPNRKDSSSQTMPVEDKSDPPEGSEEAAEPRMDTPEDQDLPPCPEDIAKEKRTPAPEPEPCEASELPAKRLRSSEEPTEKEPPGQLQVKAQPQARMTVPKQTQTPDLLP.... (5) The miRNA is hsa-miR-548z with sequence CAAAAACCGCAAUUACUUUUGCA. The protein sequence of the target gene is MEHRIVGPGPYRATRLWNETVELFRAKMPLRKHRCRFKSYEHCFTAAEAVDWLHELLRCSQNFGPEVTRKQTVQLLKKFLKNHVIEDIKGKWGEEDFEDNRHLYRFPPSSPLKPYPKKPPNQKDVIKFPEWNDLPPGTSQENIPVRPVVMNSEMWYKRHSIAIGEVPACRLVHRRQLTEANVEEIWKSMTLSYLQKILGLDSLEEVLDVKLVNSKFIIHNVYSVSKQGVVILDDKSKELPHWVLSAMKCLANWPNCSDLKQPMYLGFEKDVFKTIADYYGHLKEPLLTFHLFDAFVSVLG.... Result: 1 (interaction). (6) The miRNA is hsa-miR-128-1-5p with sequence CGGGGCCGUAGCACUGUCUGAGA. The protein sequence of the target gene is MSAAFPPSLMMMQRPLGSSTAFSIDSLIGSPPQPSPGHFVYTGYPMFMPYRPVVLPPPPPPPPALPQAALQPALPPAHPHHQIPSLPTGFCSSLAQGMALTSTLMATLPGGFSASPQHQEAAAARKFAPQPLPGGGNFDKAEALQADAEDGKGFLAKEGSLLAFSAAETVQASLVGAVRGQGKDESKVEDDPKGKEESFSLESDVDYSSDDNLTGQAAHKEEDPGHALEETPPSSGAAGSTTSTGKNRRRRTAFTSEQLLELEKEFHCKKYLSLTERSQIAHALKLSEVQVKIWFQNRRA.... Result: 0 (no interaction). (7) The miRNA is hsa-miR-615-5p with sequence GGGGGUCCCCGGUGCUCGGAUC. The protein sequence of the target gene is MKVLLLTGLGALFFAYYWDDNFDPASLQGARVLLTGANAGVGEELAYHYARLGSHLVLTAHTEALLQKVVGNCRKLGAPKVFYIAADMASPEAPESVVQFALDKLGGLDYLVLNHIGGAPAGTRARSPQATRWLMQVNFVSYVQLTSRALPSLTDSKGSLVVVSSLLGRVPTSFSTPYSAAKFALDGFFGSLRRELDVQDVNVAITMCVLGLRDRASAAEAVRSSTSRPRQPEHRGVPLQSQTAMFLPPTVPGARTLTETPLRGWPQPKMKSSRQKSKTEKNDGHLEPVTAWEVQVPRVR.... Result: 1 (interaction). (8) The miRNA is hsa-miR-17-5p with sequence CAAAGUGCUUACAGUGCAGGUAG. The protein sequence of the target gene is MATLIYVDKENGEPGTRVVAKDGLKLGSGPSIKALDGRSQVSTPRFGKTFDAPPALPKATRKALGTVNRATEKSVKTKGPLKQKQPSFSAKKMTEKTVKAKSSVPASDDAYPEIEKFFPFNPLDFESFDLPEEHQIAHLPLSGVPLMILDEERELEKLFQLGPPSPVKMPSPPWESNLLQSPSSILSTLDVELPPVCCDIDI. Result: 1 (interaction). (9) The miRNA is hsa-miR-32-5p with sequence UAUUGCACAUUACUAAGUUGCA. The protein sequence of the target gene is MSSSAGSGHQPSQSRAIPTRTVAISDAAQLPHDYCTTPGGTLFSTTPGGTRIIYDRKFLLDRRNSPMAQTPPCHLPNIPGVTSPGTLIEDSKVEVNNLNNLNNHDRKHAVGDDAQFEMDI. Result: 1 (interaction).